Dataset: Reaction yield outcomes from USPTO patents with 853,638 reactions. Task: Predict the reaction yield, written as a fraction of the theoretical maximum amount of product (1.0 means a 100% yield; for example, 0.34 means a 34% yield). (1) The reactants are [CH2:1]([O:3][C:4]([C:6]1[CH:7]=[N:8][C:9]2[C:14]([C:15]=1Cl)=[C:13]([Cl:17])[CH:12]=[C:11]([Cl:18])[C:10]=2[O:19][CH3:20])=[O:5])[CH3:2].C(O)(=O)C.C(OCC)(=O)C. The catalyst is O1CCOCC1.[Zn]. The product is [CH2:1]([O:3][C:4]([C:6]1[CH:7]=[N:8][C:9]2[C:14]([CH:15]=1)=[C:13]([Cl:17])[CH:12]=[C:11]([Cl:18])[C:10]=2[O:19][CH3:20])=[O:5])[CH3:2]. The yield is 0.390. (2) The reactants are [CH2:1]([N:8]1[CH2:13][CH2:12][CH2:11][C@@H:10]([NH:14][CH3:15])[CH2:9]1)[C:2]1[CH:7]=[CH:6][CH:5]=[CH:4][CH:3]=1.Cl[C:17]1[C:18]2[CH:25]=[CH:24][N:23]([S:26]([C:29]3[CH:35]=[CH:34][C:32]([CH3:33])=[CH:31][CH:30]=3)(=[O:28])=[O:27])[C:19]=2[N:20]=[CH:21][N:22]=1.CCN(C(C)C)C(C)C. The catalyst is CN(C=O)C.CCOC(C)=O. The product is [CH2:1]([N:8]1[CH2:13][CH2:12][CH2:11][C@@H:10]([N:14]([CH3:15])[C:17]2[C:18]3[CH:25]=[CH:24][N:23]([S:26]([C:29]4[CH:35]=[CH:34][C:32]([CH3:33])=[CH:31][CH:30]=4)(=[O:28])=[O:27])[C:19]=3[N:20]=[CH:21][N:22]=2)[CH2:9]1)[C:2]1[CH:3]=[CH:4][CH:5]=[CH:6][CH:7]=1. The yield is 0.400. (3) The reactants are C(N(CC)CC)C.[CH2:8]([O:15][N:16]1[C:20]([CH:21]([NH2:27])[CH:22]([CH2:25][CH3:26])[CH2:23][CH3:24])=[CH:19][CH:18]=[N:17]1)[C:9]1[CH:14]=[CH:13][CH:12]=[CH:11][CH:10]=1.[Cl:28][C:29]1[S:33][C:32]([S:34](Cl)(=[O:36])=[O:35])=[CH:31][CH:30]=1.C([O-])(O)=O.[Na+]. The catalyst is C(Cl)Cl. The product is [CH2:8]([O:15][N:16]1[C:20]([CH:21]([NH:27][S:34]([C:32]2[S:33][C:29]([Cl:28])=[CH:30][CH:31]=2)(=[O:36])=[O:35])[CH:22]([CH2:25][CH3:26])[CH2:23][CH3:24])=[CH:19][CH:18]=[N:17]1)[C:9]1[CH:14]=[CH:13][CH:12]=[CH:11][CH:10]=1. The yield is 0.620. (4) The reactants are CC[N:3](C1C=CC=CC=1)CC.[N:12]1[CH:17]=[CH:16][CH:15]=[CH:14][C:13]=1[C:18]([OH:20])=O.Cl.CN(C)CCCN=C=NCC.ON1C2C=CC=CC=2N=N1. The catalyst is C1COCC1. The product is [N:12]1[CH:17]=[CH:16][CH:15]=[CH:14][C:13]=1[C:18]([NH2:3])=[O:20]. The yield is 1.00. (5) The reactants are [CH3:1][S:2](=[N:10][C:11]([C:13]1[CH:14]=[C:15]([C:19]#[C:20][C:21]2[S:25][C:24]([NH:26]C(=O)OC(C)(C)C)=[N:23][CH:22]=2)[CH:16]=[N:17][CH:18]=1)=[O:12])(=[O:9])[C:3]1[CH:8]=[CH:7][CH:6]=[CH:5][CH:4]=1.FC(F)(F)C(O)=O. The catalyst is ClCCl. The product is [NH2:26][C:24]1[S:25][C:21]([C:20]#[C:19][C:15]2[CH:16]=[N:17][CH:18]=[C:13]([CH:14]=2)[C:11]([N:10]=[S@@:2]([CH3:1])(=[O:9])[C:3]2[CH:4]=[CH:5][CH:6]=[CH:7][CH:8]=2)=[O:12])=[CH:22][N:23]=1. The yield is 0.740. (6) The reactants are [Cl:1][C:2]1[CH:7]=[C:6]([N+:8]([O-])=O)[CH:5]=[CH:4][C:3]=1[S:11][CH3:12]. The catalyst is C(O)(=O)C.O.[Fe]. The product is [Cl:1][C:2]1[CH:7]=[C:6]([CH:5]=[CH:4][C:3]=1[S:11][CH3:12])[NH2:8]. The yield is 0.960. (7) The reactants are O=[C:2]([CH3:8])[CH2:3][C:4]([O:6][CH3:7])=[O:5].[CH3:9]C(N(C)C)=O.CC1C=CC(S([O-])(=O)=O)=CC=1.C1C=C[NH+]=CC=1.Cl.[F:33][C:34]1[CH:39]=[CH:38][CH:37]=[CH:36][C:35]=1[NH:40][NH2:41].C([O-])(=O)C.[Na+]. The catalyst is C1(C)C=CC=CC=1.O.CN(C=O)C. The product is [F:33][C:34]1[CH:39]=[CH:38][CH:37]=[CH:36][C:35]=1[N:40]1[C:2]([CH3:8])=[C:3]([C:4]([O:6][CH3:7])=[O:5])[CH:9]=[N:41]1. The yield is 0.880. (8) The reactants are [CH3:1][O:2][C:3]([C:5]1[C:9]([N+:10]([O-:12])=[O:11])=[CH:8][NH:7][N:6]=1)=[O:4].[C:13](=O)([O-])[O-].[Cs+].[Cs+]. The catalyst is CN(C)C=O.IC. The product is [CH3:1][O:2][C:3]([C:5]1[C:9]([N+:10]([O-:12])=[O:11])=[CH:8][N:7]([CH3:13])[N:6]=1)=[O:4]. The yield is 0.530.